This data is from Full USPTO retrosynthesis dataset with 1.9M reactions from patents (1976-2016). The task is: Predict the reactants needed to synthesize the given product. (1) The reactants are: [CH3:1][O:2][C:3]1[CH:16]=[CH:15][C:6]([C:7]([CH2:9][CH:10]([C:13]#[N:14])[C:11]#[N:12])=[O:8])=[CH:5][CH:4]=1.Cl.O. Given the product [NH2:12][C:11]1[O:8][C:7]([C:6]2[CH:5]=[CH:4][C:3]([O:2][CH3:1])=[CH:16][CH:15]=2)=[CH:9][C:10]=1[C:13]#[N:14], predict the reactants needed to synthesize it. (2) Given the product [Br:1][C:2]1[C:3]([O:12][CH3:13])=[C:4]([C:8]([F:11])=[CH:9][CH:10]=1)[C:5]#[N:7], predict the reactants needed to synthesize it. The reactants are: [Br:1][C:2]1[C:3]([O:12][CH3:13])=[C:4]([C:8]([F:11])=[CH:9][CH:10]=1)[C:5]([NH2:7])=O.ClC1N=C(Cl)N=C(Cl)N=1.